From a dataset of Reaction yield outcomes from USPTO patents with 853,638 reactions. Predict the reaction yield, written as a fraction of the theoretical maximum amount of product (1.0 means a 100% yield; for example, 0.34 means a 34% yield). (1) The reactants are [CH:1]1[C:10]2[C:5](=[CH:6][CH:7]=[CH:8][CH:9]=2)[CH:4]=[C:3]([C:11]([NH:13][C:14]2[NH:15][C:16]3[C:22]([C:23]([OH:25])=O)=[CH:21][CH:20]=[CH:19][C:17]=3[N:18]=2)=[O:12])[N:2]=1.CN(C(ON1N=NC2C=CC=CC1=2)=[N+](C)C)C.F[P-](F)(F)(F)(F)F.CCN(C(C)C)C(C)C.[NH:59]1[C:63]2[CH2:64][CH2:65][CH2:66][CH2:67][C:62]=2[N:61]=[C:60]1[NH2:68]. The catalyst is CN(C=O)C. The product is [NH:59]1[C:63]2[CH2:64][CH2:65][CH2:66][CH2:67][C:62]=2[N:61]=[C:60]1[NH:68][C:23]([C:22]1[C:16]2[N:15]=[C:14]([NH:13][C:11]([C:3]3[N:2]=[CH:1][C:10]4[C:5]([CH:4]=3)=[CH:6][CH:7]=[CH:8][CH:9]=4)=[O:12])[NH:18][C:17]=2[CH:19]=[CH:20][CH:21]=1)=[O:25]. The yield is 0.130. (2) The reactants are [CH3:1]C(C)([O-])C.[K+].[C:7]([O:18][C:19]([CH3:22])([CH3:21])[CH3:20])(=[O:17])[CH2:8][CH2:9][C:10]([O:12]C(C)(C)C)=[O:11].[CH2:23]([N:30]1[CH:34]=[CH:33][NH:32][C:31]1([CH3:37])C=O)[C:24]1[CH:29]=[CH:28][CH:27]=[CH:26][CH:25]=1. The catalyst is C(O)(C)(C)C. The product is [CH2:23]([N:30]1[C:34](/[CH:1]=[C:8](/[C:7]([O:18][C:19]([CH3:20])([CH3:21])[CH3:22])=[O:17])\[CH2:9][C:10]([OH:12])=[O:11])=[CH:33][N:32]=[C:31]1[CH3:37])[C:24]1[CH:29]=[CH:28][CH:27]=[CH:26][CH:25]=1. The yield is 0.350. (3) The reactants are C([O:8][C:9]1[N:14]=[CH:13][C:12]([C:15]2[CH:20]=[CH:19][C:18]([CH2:21][C:22]([NH:24][C:25]3[CH:30]=[CH:29][C:28]([CH2:31][C:32]([CH3:36])([CH3:35])[CH2:33][OH:34])=[C:27]([C:37]([F:40])([F:39])[F:38])[CH:26]=3)=[O:23])=[CH:17][C:16]=2[F:41])=[C:11]([O:42][CH2:43][CH3:44])[CH:10]=1)C1C=CC=CC=1. The catalyst is CO.[Pd]. The product is [CH2:43]([O:42][C:11]1[C:12]([C:15]2[CH:20]=[CH:19][C:18]([CH2:21][C:22]([NH:24][C:25]3[CH:30]=[CH:29][C:28]([CH2:31][C:32]([CH3:35])([CH3:36])[CH2:33][OH:34])=[C:27]([C:37]([F:39])([F:40])[F:38])[CH:26]=3)=[O:23])=[CH:17][C:16]=2[F:41])=[CH:13][NH:14][C:9](=[O:8])[CH:10]=1)[CH3:44]. The yield is 0.610. (4) The reactants are Cl[C:2]1[CH:7]=[CH:6][C:5]([O:8][CH3:9])=[CH:4][CH:3]=1.[C:10]1(B(O)O)[CH:15]=[CH:14][CH:13]=[CH:12][CH:11]=1.[F-].[Cs+]. The catalyst is O1CCOCC1. The product is [C:10]1([C:2]2[CH:7]=[CH:6][C:5]([O:8][CH3:9])=[CH:4][CH:3]=2)[CH:15]=[CH:14][CH:13]=[CH:12][CH:11]=1. The yield is 0.530.